This data is from Forward reaction prediction with 1.9M reactions from USPTO patents (1976-2016). The task is: Predict the product of the given reaction. (1) Given the reactants [CH:1]1([CH2:4][C:5]([NH:7][NH:8][C:9]2[CH:14]=[C:13]([N:15]3[CH2:20][CH2:19][CH:18]([C:21]4[C:26]([O:27][CH3:28])=[CH:25][CH:24]=[CH:23][C:22]=4[F:29])[CH2:17][CH2:16]3)[N:12]=[CH:11][N:10]=2)=O)[CH2:3][CH2:2]1.P(Cl)(Cl)(Cl)=O, predict the reaction product. The product is: [CH:1]1([CH2:4][C:5]2[N:10]3[CH:11]=[N:12][C:13]([N:15]4[CH2:16][CH2:17][CH:18]([C:21]5[C:26]([O:27][CH3:28])=[CH:25][CH:24]=[CH:23][C:22]=5[F:29])[CH2:19][CH2:20]4)=[CH:14][C:9]3=[N:8][N:7]=2)[CH2:3][CH2:2]1. (2) Given the reactants COC(=O)NC(C([N:11]1[CH2:15][CH2:14][CH2:13][CH:12]1[C:16]1[NH:20][C:19]2[CH2:21][O:22][C:23]3[CH:24]=[C:25]([C:29]4[CH:38]=[CH:37][C:36]5[C:31](=[CH:32][CH:33]=[C:34]([C:39]6[NH:40][C:41]([CH:44]7[CH2:48][CH2:47][CH2:46][N:45]7[C:49](=[O:62])[CH:50]([NH:57][C:58]([O:60][CH3:61])=[O:59])[C:51]7[CH:56]=CC=C[CH:52]=7)=[N:42][CH:43]=6)[CH:35]=5)[CH:30]=4)[CH:26]=[CH:27][C:28]=3[C:18]=2[N:17]=1)=O)C(C)C.[CH3:64][O:65][C:66]([NH:68][CH:69]([C:73]1[CH:78]=[CH:77][CH:76]=[CH:75][CH:74]=1)[C:70]([OH:72])=O)=[O:67], predict the reaction product. The product is: [CH3:61][O:60][C:58](=[O:59])[NH:57][CH:50]([C:49]([N:45]1[CH2:46][CH2:47][CH2:48][CH:44]1[C:41]1[NH:40][C:39]([C:34]2[CH:33]=[CH:32][C:31]3[C:36](=[CH:37][CH:38]=[C:29]([C:25]4[CH:26]=[CH:27][C:28]5[C:18]6[NH:17][C:16]([CH:12]7[CH2:13][CH2:14][CH2:15][N:11]7[C:70](=[O:72])[CH:69]([NH:68][C:66]([O:65][CH3:64])=[O:67])[C:73]7[CH:78]=[CH:77][CH:76]=[CH:75][CH:74]=7)=[N:20][C:19]=6[CH2:21][O:22][C:23]=5[CH:24]=4)[CH:30]=3)[CH:35]=2)=[CH:43][N:42]=1)=[O:62])[CH:51]([CH3:56])[CH3:52]. (3) Given the reactants Br[C:2]1[CH:3]=[CH:4][C:5]([N+:8]([O-:10])=[O:9])=[N:6][CH:7]=1.[H-].[Na+].[CH3:13][N:14]1[CH:18]=[CH:17][C:16]([NH:19][C:20]2[C:29]3[C:24](=[CH:25][CH:26]=[C:27]([OH:30])[CH:28]=3)[N:23]=[CH:22][N:21]=2)=[N:15]1, predict the reaction product. The product is: [CH3:13][N:14]1[CH:18]=[CH:17][C:16]([NH:19][C:20]2[C:29]3[C:24](=[CH:25][CH:26]=[C:27]([O:30][C:2]4[CH:7]=[N:6][C:5]([N+:8]([O-:10])=[O:9])=[CH:4][CH:3]=4)[CH:28]=3)[N:23]=[CH:22][N:21]=2)=[N:15]1. (4) Given the reactants [CH2:1]([O:3][C:4]([N:6]1[C:15]2[C:10](=[CH:11][C:12]([C:16]([F:19])([F:18])[F:17])=[CH:13][CH:14]=2)[CH:9]([CH:20]([N:35]=[N+]=[N-])[C:21]2[CH:26]=[C:25]([C:27]([F:30])([F:29])[F:28])[CH:24]=[C:23]([C:31]([F:34])([F:33])[F:32])[CH:22]=2)[CH2:8][CH:7]1[CH2:38][CH3:39])=[O:5])[CH3:2].CO, predict the reaction product. The product is: [CH2:1]([O:3][C:4]([N:6]1[C:15]2[C:10](=[CH:11][C:12]([C:16]([F:19])([F:18])[F:17])=[CH:13][CH:14]=2)[CH:9]([CH:20]([NH2:35])[C:21]2[CH:26]=[C:25]([C:27]([F:28])([F:29])[F:30])[CH:24]=[C:23]([C:31]([F:32])([F:34])[F:33])[CH:22]=2)[CH2:8][CH:7]1[CH2:38][CH3:39])=[O:5])[CH3:2]. (5) Given the reactants [OH:1][CH2:2][CH2:3][CH2:4][CH2:5][C:6]1[N:7]([CH2:34][CH2:35][CH3:36])[N:8]=[C:9]2[C:18]=1[C:17]1[CH:16]=[CH:15][CH:14]=[CH:13][C:12]=1[N:11]=[C:10]2[N:19](C(OC(C)(C)C)=O)C(OC(C)(C)C)=O.[OH-].[Na+], predict the reaction product. The product is: [NH2:19][C:10]1[C:9]2=[N:8][N:7]([CH2:34][CH2:35][CH3:36])[C:6]([CH2:5][CH2:4][CH2:3][CH2:2][OH:1])=[C:18]2[C:17]2[CH:16]=[CH:15][CH:14]=[CH:13][C:12]=2[N:11]=1. (6) Given the reactants [F:1][C:2]1[CH:7]=[CH:6][C:5]([C@@H:8]([CH3:12])[C:9]([OH:11])=O)=[CH:4][CH:3]=1.[Br:13][C:14]1[CH:20]=[CH:19][C:17]([NH2:18])=[CH:16][CH:15]=1.C(=O)(O)[O-].[Na+].CN(C(ON1N=NC2C=CC=NC1=2)=[N+](C)C)C.F[P-](F)(F)(F)(F)F, predict the reaction product. The product is: [Br:13][C:14]1[CH:20]=[CH:19][C:17]([NH:18][C:9](=[O:11])[C@@H:8]([C:5]2[CH:4]=[CH:3][C:2]([F:1])=[CH:7][CH:6]=2)[CH3:12])=[CH:16][CH:15]=1. (7) The product is: [Cl:8][C:6]1[CH:5]=[C:4]([C:9]2([C:24]([F:26])([F:25])[F:27])[O:13][N:12]=[C:11]([C:14]3[N:19]=[C:18]([CH3:20])[C:17]([C:21]([NH:31][CH2:30][C:29]([F:33])([F:32])[F:28])=[O:22])=[CH:16][N:15]=3)[CH2:10]2)[CH:3]=[C:2]([Cl:1])[CH:7]=1. Given the reactants [Cl:1][C:2]1[CH:3]=[C:4]([C:9]2([C:24]([F:27])([F:26])[F:25])[O:13][N:12]=[C:11]([C:14]3[N:19]=[C:18]([CH3:20])[C:17]([C:21](Cl)=[O:22])=[CH:16][N:15]=3)[CH2:10]2)[CH:5]=[C:6]([Cl:8])[CH:7]=1.[F:28][C:29]([F:33])([F:32])[CH2:30][NH2:31].C(N(CC)CC)C, predict the reaction product.